Dataset: Full USPTO retrosynthesis dataset with 1.9M reactions from patents (1976-2016). Task: Predict the reactants needed to synthesize the given product. Given the product [Cl:10][C:11]1[CH:16]=[C:15]([N:17]2[C:5](=[O:9])[CH2:6][N:7]([CH3:8])[C:18]2=[O:19])[CH:14]=[C:13]([Cl:20])[N:12]=1, predict the reactants needed to synthesize it. The reactants are: Cl.C(O[C:5](=[O:9])[CH2:6][NH:7][CH3:8])C.[Cl:10][C:11]1[CH:16]=[C:15]([N:17]=[C:18]=[O:19])[CH:14]=[C:13]([Cl:20])[N:12]=1.